This data is from Catalyst prediction with 721,799 reactions and 888 catalyst types from USPTO. The task is: Predict which catalyst facilitates the given reaction. (1) Reactant: [F:1][C:2]([F:16])([F:15])[CH2:3][CH2:4][NH:5][C:6]1[CH:14]=[CH:13][CH:12]=[CH:11][C:7]=1[C:8]([OH:10])=O.CCN=C=NCCCN(C)C.C1C=CC2N(O)N=NC=2C=1.CCN(C(C)C)C(C)C.[CH3:47][C:48]([NH2:52])([C:50]#[CH:51])[CH3:49]. Product: [CH3:47][C:48]([NH:52][C:8](=[O:10])[C:7]1[CH:11]=[CH:12][CH:13]=[CH:14][C:6]=1[NH:5][CH2:4][CH2:3][C:2]([F:1])([F:16])[F:15])([C:50]#[CH:51])[CH3:49]. The catalyst class is: 2. (2) Product: [Cl:15][C:6]1[C:7]([O:11][CH:12]([F:14])[F:13])=[N:8][N:9]([CH3:10])[C:5]=1[C:3]([O:2][CH3:1])=[O:4]. Reactant: [CH3:1][O:2][C:3]([C:5]1[N:9]([CH3:10])[N:8]=[C:7]([O:11][CH:12]([F:14])[F:13])[CH:6]=1)=[O:4].[Cl:15]N1C(=O)CCC1=O. The catalyst class is: 9. (3) Reactant: [C:1]([O:5][C:6](=[O:41])[C@@H:7]([NH:13][C:14](=[O:40])[CH2:15][CH2:16][CH2:17][CH2:18][CH2:19][CH2:20][CH2:21][CH2:22][CH2:23][CH2:24][CH2:25][CH2:26][CH2:27][CH2:28][CH2:29][CH2:30][CH2:31][CH2:32][C:33]([O:35][C:36]([CH3:39])([CH3:38])[CH3:37])=[O:34])[CH2:8][CH2:9][C:10]([OH:12])=[O:11])([CH3:4])([CH3:3])[CH3:2].CCN(C(C)C)C(C)C.[B-](F)(F)(F)F.CN(C(O[N:64]1[C:69](=[O:70])[CH2:68][CH2:67][C:65]1=[O:66])=[N+](C)C)C. Product: [O:66]=[C:65]1[CH2:67][CH2:68][C:69](=[O:70])[N:64]1[O:11][C:10](=[O:12])[CH2:9][CH2:8][C@H:7]([NH:13][C:14](=[O:40])[CH2:15][CH2:16][CH2:17][CH2:18][CH2:19][CH2:20][CH2:21][CH2:22][CH2:23][CH2:24][CH2:25][CH2:26][CH2:27][CH2:28][CH2:29][CH2:30][CH2:31][CH2:32][C:33]([O:35][C:36]([CH3:39])([CH3:38])[CH3:37])=[O:34])[C:6]([O:5][C:1]([CH3:4])([CH3:2])[CH3:3])=[O:41]. The catalyst class is: 577. (4) Reactant: [NH2:1][C:2]1[C:3]([C:24]([OH:26])=O)=[N:4][C:5]([C:8]2[C:17]3[C:12](=[CH:13][CH:14]=[CH:15][CH:16]=3)[CH:11]=[C:10]([N:18]3[CH2:23][CH2:22][O:21][CH2:20][CH2:19]3)[N:9]=2)=[CH:6][N:7]=1.CCN([CH:33]([CH3:35])[CH3:34])C(C)C.[CH3:36]N(C(ON1N=NC2C=CC=NC1=2)=[N+](C)C)C.F[P-](F)(F)(F)(F)F.[NH2:60][C:61]1[C:66]([N:67]2[CH2:72][CH2:71][C:70]([NH:74][C:75](=[O:81])OC(C)(C)C)([CH3:73])[CH2:69][CH2:68]2)=[CH:65][CH:64]=[CH:63][N:62]=1. Product: [NH2:1][C:2]1[C:3]([C:24]([NH:60][C:61]2[C:66]([N:67]3[CH2:68][CH2:69][C:70]([CH3:73])([NH:74][C:75](=[O:81])[C:33]([CH3:35])([CH3:36])[CH3:34])[CH2:71][CH2:72]3)=[CH:65][CH:64]=[CH:63][N:62]=2)=[O:26])=[N:4][C:5]([C:8]2[C:17]3[C:12](=[CH:13][CH:14]=[CH:15][CH:16]=3)[CH:11]=[C:10]([N:18]3[CH2:19][CH2:20][O:21][CH2:22][CH2:23]3)[N:9]=2)=[CH:6][N:7]=1. The catalyst class is: 18. (5) Reactant: [C:1]([O:5][C:6]([NH:8][C@@H:9]([CH:13]1[CH2:15][CH2:14]1)[C:10]([OH:12])=[O:11])=[O:7])([CH3:4])([CH3:3])[CH3:2].[CH3:16][Si](C=[N+]=[N-])(C)C. Product: [C:1]([O:5][C:6]([NH:8][C@@H:9]([CH:13]1[CH2:14][CH2:15]1)[C:10]([O:12][CH3:16])=[O:11])=[O:7])([CH3:4])([CH3:2])[CH3:3]. The catalyst class is: 5. (6) Reactant: Cl.[F:2][C:3]([F:24])([F:23])[C:4]1[CH:22]=[CH:21][CH:20]=[CH:19][C:5]=1[CH:6]([O:14][CH:15]1[CH2:18][NH:17][CH2:16]1)[C:7]1[CH:12]=[CH:11][C:10]([F:13])=[CH:9][CH:8]=1.C(=O)([O-])[O-].[C:29]([N:37]=[C:38]=[O:39])(=[O:36])[C:30]1[CH:35]=[CH:34][CH:33]=[CH:32][CH:31]=1. Product: [F:24][C:3]([F:2])([F:23])[C:4]1[CH:22]=[CH:21][CH:20]=[CH:19][C:5]=1[CH:6]([O:14][CH:15]1[CH2:18][N:17]([C:38]([NH:37][C:29](=[O:36])[C:30]2[CH:31]=[CH:32][CH:33]=[CH:34][CH:35]=2)=[O:39])[CH2:16]1)[C:7]1[CH:12]=[CH:11][C:10]([F:13])=[CH:9][CH:8]=1. The catalyst class is: 2.